From a dataset of Full USPTO retrosynthesis dataset with 1.9M reactions from patents (1976-2016). Predict the reactants needed to synthesize the given product. (1) Given the product [Si:29]([O:36][CH2:37][C:38]([CH3:50])([CH3:49])[O:39][C:40]1[CH:41]=[CH:42][C:43]([C:2]2[C:7](=[O:8])[N:6]([CH2:9][C:10]3[CH:15]=[CH:14][C:13]([C:16]4[C:17]([C:22]#[N:23])=[CH:18][CH:19]=[CH:20][CH:21]=4)=[CH:12][CH:11]=3)[C:5]([CH2:24][CH2:25][CH3:26])=[N:4][C:3]=2[CH2:27][CH3:28])=[CH:44][CH:45]=1)([C:32]([CH3:35])([CH3:34])[CH3:33])([CH3:31])[CH3:30], predict the reactants needed to synthesize it. The reactants are: Br[C:2]1[C:7](=[O:8])[N:6]([CH2:9][C:10]2[CH:15]=[CH:14][C:13]([C:16]3[C:17]([C:22]#[N:23])=[CH:18][CH:19]=[CH:20][CH:21]=3)=[CH:12][CH:11]=2)[C:5]([CH2:24][CH2:25][CH3:26])=[N:4][C:3]=1[CH2:27][CH3:28].[Si:29]([O:36][CH2:37][C:38]([CH3:50])([CH3:49])[O:39][C:40]1[CH:45]=[CH:44][C:43](B(O)O)=[CH:42][CH:41]=1)([C:32]([CH3:35])([CH3:34])[CH3:33])([CH3:31])[CH3:30].C(=O)([O-])[O-].[Cs+].[Cs+].O1CCOCC1. (2) Given the product [CH:6]([C:5]1[CH:8]=[CH:9][C:2]([P:11]([CH3:10])(=[O:15])[O:12][CH2:13][CH3:14])=[CH:3][CH:4]=1)=[O:7], predict the reactants needed to synthesize it. The reactants are: Br[C:2]1[CH:9]=[CH:8][C:5]([CH:6]=[O:7])=[CH:4][CH:3]=1.[CH3:10][PH:11](=[O:15])[O:12][CH2:13][CH3:14].C(N(CC)CC)C. (3) Given the product [Br:1][C:2]1[CH:19]=[CH:18][C:17]([Br:20])=[CH:16][C:3]=1[C:4]([C:6](=[CH:12][NH:21][C@@H:22]([CH:25]([CH3:27])[CH3:26])[CH2:23][OH:24])[C:7]([O:9][CH2:10][CH3:11])=[O:8])=[O:5], predict the reactants needed to synthesize it. The reactants are: [Br:1][C:2]1[CH:19]=[CH:18][C:17]([Br:20])=[CH:16][C:3]=1[C:4](/[C:6](=[CH:12]/N(C)C)/[C:7]([O:9][CH2:10][CH3:11])=[O:8])=[O:5].[NH2:21][C@@H:22]([CH:25]([CH3:27])[CH3:26])[CH2:23][OH:24]. (4) Given the product [F:1][CH2:2][CH2:3][N:4]1[C:13]2[C:8](=[CH:9][CH:10]=[C:11](/[CH:14]=[CH:15]/[C:16]3[S:17][CH:18]=[C:19]([CH:21]([CH3:23])[CH3:22])[N:20]=3)[CH:12]=2)[C:7](=[O:24])[C:6]([C:25]([OH:27])=[O:26])=[CH:5]1, predict the reactants needed to synthesize it. The reactants are: [F:1][CH2:2][CH2:3][N:4]1[C:13]2[C:8](=[CH:9][CH:10]=[C:11](/[CH:14]=[CH:15]/[C:16]3[S:17][CH:18]=[C:19]([CH:21]([CH3:23])[CH3:22])[N:20]=3)[CH:12]=2)[C:7](=[O:24])[C:6]([C:25]([O:27]CC)=[O:26])=[CH:5]1.[OH-].[Na+].Cl. (5) Given the product [OH:1][CH:2]1[C:6]([CH3:7])([CH3:8])[CH2:5][N:4]([C:9]2[CH:10]=[N:11][N:12]3[CH2:17][C@H:16]([CH3:18])[N:15]([C:19]([NH:52][C:46]4[CH:45]=[C:44]([F:43])[C:49]([F:50])=[C:48]([F:51])[CH:47]=4)=[O:20])[CH2:14][C:13]=23)[C:3]1=[O:26], predict the reactants needed to synthesize it. The reactants are: [OH:1][CH:2]1[C:6]([CH3:8])([CH3:7])[CH2:5][N:4]([C:9]2[CH:10]=[N:11][N:12]3[CH2:17][C@H:16]([CH3:18])[N:15]([C:19](OC(C)(C)C)=[O:20])[CH2:14][C:13]=23)[C:3]1=[O:26].C(O)(C(F)(F)F)=O.CCN(C(C)C)C(C)C.[F:43][C:44]1[CH:45]=[C:46]([NH:52]C(=O)OC2C=CC=CC=2)[CH:47]=[C:48]([F:51])[C:49]=1[F:50]. (6) Given the product [OH:10][C:9]1[C:2]([O:1][CH2:17][O:18][CH3:19])=[C:3]([CH:6]=[CH:7][CH:8]=1)[CH:4]=[O:5], predict the reactants needed to synthesize it. The reactants are: [OH:1][C:2]1[C:9]([OH:10])=[CH:8][CH:7]=[CH:6][C:3]=1[CH:4]=[O:5].C(=O)([O-])[O-].[Cs+].[Cs+].[CH3:17][O:18][CH2:19]Cl.